Dataset: Catalyst prediction with 721,799 reactions and 888 catalyst types from USPTO. Task: Predict which catalyst facilitates the given reaction. (1) Reactant: [CH3:1][C:2]1[CH:7]=[CH:6][CH:5]=[C:4]([CH3:8])[C:3]=1[OH:9].C(=O)([O-])[O-].[K+].[K+].F[C:17]1[CH:22]=[CH:21][C:20]([N+:23]([O-:25])=[O:24])=[CH:19][C:18]=1[CH3:26].CN(C=O)C. Product: [CH3:1][C:2]1[CH:7]=[CH:6][CH:5]=[C:4]([CH3:8])[C:3]=1[O:9][C:17]1[CH:22]=[CH:21][C:20]([N+:23]([O-:25])=[O:24])=[CH:19][C:18]=1[CH3:26]. The catalyst class is: 6. (2) Reactant: [Cl:1][C:2]1[C:27]([OH:28])=[N:26][C:5]2[N:6]=[C:7]([N:13]3[CH2:16][CH:15]([N:17](C)[C:18](=O)OC(C)(C)C)[CH2:14]3)[C:8]3[N:9]([CH:10]=[N:11][N:12]=3)[C:4]=2[CH:3]=1.Cl.CCOCC. Product: [ClH:1].[Cl:1][C:2]1[C:27]([OH:28])=[N:26][C:5]2[N:6]=[C:7]([N:13]3[CH2:14][CH:15]([NH:17][CH3:18])[CH2:16]3)[C:8]3[N:9]([CH:10]=[N:11][N:12]=3)[C:4]=2[CH:3]=1. The catalyst class is: 12. (3) Reactant: C([SiH](CC)CC)C.FC(F)(F)C(O)=O.O[CH:16]([C:34]1[CH:39]=[CH:38][C:37]([O:40][CH3:41])=[C:36]([O:42][CH2:43][CH2:44][CH2:45][O:46][CH3:47])[CH:35]=1)[C@H:17]([CH:31]([CH3:33])[CH3:32])[CH2:18]/[CH:19]=[CH:20]/[CH2:21][C@@H:22]([CH:28]([CH3:30])[CH3:29])[C:23]([N:25]([CH3:27])[CH3:26])=[O:24]. Product: [CH3:41][O:40][C:37]1[CH:38]=[CH:39][C:34]([CH2:16][C@H:17]([CH:31]([CH3:32])[CH3:33])[CH2:18]/[CH:19]=[CH:20]/[CH2:21][C@@H:22]([CH:28]([CH3:29])[CH3:30])[C:23]([N:25]([CH3:26])[CH3:27])=[O:24])=[CH:35][C:36]=1[O:42][CH2:43][CH2:44][CH2:45][O:46][CH3:47]. The catalyst class is: 26. (4) Reactant: [CH3:1][N:2]1[CH:6]=[C:5]([C:7]2[N:12]=[C:11]3[N:13]([CH2:16][C@H:17]4[O:22][CH2:21][CH2:20][N:19]([C:23]5[N:28]=[CH:27][C:26]([C:29]6[CH:30]=[N:31][N:32]([CH2:34][CH2:35][O:36]C7CCCCO7)[CH:33]=6)=[CH:25][N:24]=5)[CH2:18]4)[N:14]=[N:15][C:10]3=[N:9][CH:8]=2)[CH:4]=[N:3]1.[ClH:43]. Product: [ClH:43].[CH3:1][N:2]1[CH:6]=[C:5]([C:7]2[N:12]=[C:11]3[N:13]([CH2:16][C@@H:17]4[CH2:18][N:19]([C:23]5[N:24]=[CH:25][C:26]([C:29]6[CH:30]=[N:31][N:32]([CH2:34][CH2:35][OH:36])[CH:33]=6)=[CH:27][N:28]=5)[CH2:20][CH2:21][O:22]4)[N:14]=[N:15][C:10]3=[N:9][CH:8]=2)[CH:4]=[N:3]1. The catalyst class is: 12. (5) Reactant: C(O)(=O)C(C)O.C(O)(=O)CCC(O)=O.C(O)(=O)CC.C(O)(=O)CCC.C(O)(=O)CC(CC(O)=O)(C(O)=O)O.C(O)(=O)C1C=CC=CC=1.C(O)(=O)/C=C/C=C/C.C(O)(=O)C(C(C(O)=O)O)O.C(O)(=O)C(CC(O)=O)O.O=C(O)[C@@H]([C@H]([C@@H]([C@@H](CO)O)O)O)O.C(O)(=O)/C=C/C(O)=O.C(=O)([O-])[O-].[Ca+2:100].[Ca].[N+:102]([O-:105])([OH:104])=[O:103]. Product: [N+:102]([O-:105])([O-:104])=[O:103].[Ca+2:100].[N+:102]([O-:105])([O-:104])=[O:103]. The catalyst class is: 15.